From a dataset of Reaction yield outcomes from USPTO patents with 853,638 reactions. Predict the reaction yield, written as a fraction of the theoretical maximum amount of product (1.0 means a 100% yield; for example, 0.34 means a 34% yield). (1) The reactants are [C:1]1([CH2:7][CH2:8][CH2:9][CH2:10]O)[CH:6]=[CH:5][CH:4]=[CH:3][CH:2]=1.C1(P(C2C=CC=CC=2)C2C=CC=CC=2)C=CC=CC=1.C1C(=O)N([Br:38])C(=O)C1. The catalyst is C(Cl)Cl. The product is [C:1]1([CH2:7][CH2:8][CH2:9][CH2:10][Br:38])[CH:6]=[CH:5][CH:4]=[CH:3][CH:2]=1. The yield is 0.880. (2) The yield is 0.720. The product is [ClH:25].[F:1][C:2]1[CH:7]=[CH:6][C:5]([N:8]([CH3:21])[CH:9]([C:15]2[CH:16]=[CH:17][CH:18]=[CH:19][CH:20]=2)[C:10]([OH:12])=[O:11])=[CH:4][CH:3]=1. The catalyst is C1COCC1.O. The reactants are [F:1][C:2]1[CH:7]=[CH:6][C:5]([N:8]([CH3:21])[CH:9]([C:15]2[CH:20]=[CH:19][CH:18]=[CH:17][CH:16]=2)[C:10]([O:12]CC)=[O:11])=[CH:4][CH:3]=1.O.[OH-].[Li+].[ClH:25]. (3) The reactants are [C:1]([O:5][CH:6]([C:10]1[C:19]([C:20]2[CH:21]=[CH:22][C:23]3[O:28][CH2:27][CH2:26][CH2:25][C:24]=3[CH:29]=2)=[CH:18][C:13]2[O:14][CH2:15][CH2:16][O:17][C:12]=2[CH:11]=1)[C:7]([O-:9])=[O:8])([CH3:4])([CH3:3])[CH3:2].[OH-].[K+]. The catalyst is C(O)C.O. The product is [C:1]([O:5][CH:6]([C:10]1[C:19]([C:20]2[CH:21]=[CH:22][C:23]3[O:28][CH2:27][CH2:26][CH2:25][C:24]=3[CH:29]=2)=[CH:18][C:13]2[O:14][CH2:15][CH2:16][O:17][C:12]=2[CH:11]=1)[C:7]([OH:9])=[O:8])([CH3:4])([CH3:2])[CH3:3]. The yield is 0.690. (4) The reactants are [Br:1][C:2]1[CH:7]=[CH:6][C:5](SC)=[C:4]([F:10])[CH:3]=1.O[O:12][S:13]([O-:15])=O.[K+].[CH3:17]O. No catalyst specified. The product is [Br:1][C:2]1[CH:7]=[CH:6][C:5]([S:13]([CH3:17])(=[O:15])=[O:12])=[C:4]([F:10])[CH:3]=1. The yield is 0.780. (5) The reactants are [CH3:1][O:2][CH2:3][C:4]([CH3:7])([OH:6])[CH3:5].Cl[C:9]([O:11][C:12]1[CH:17]=[CH:16][C:15]([N+:18]([O-:20])=[O:19])=[CH:14][CH:13]=1)=[O:10].C(=O)(OC1C=CC([N+]([O-])=O)=CC=1)OC(C)(CCOC)C. No catalyst specified. The product is [C:9](=[O:10])([O:11][C:12]1[CH:13]=[CH:14][C:15]([N+:18]([O-:20])=[O:19])=[CH:16][CH:17]=1)[O:6][C:4]([CH3:7])([CH3:5])[CH2:3][O:2][CH3:1]. The yield is 0.870. (6) The reactants are [Br:1][C:2]1[NH:10][C:9]2[C:8](=[O:11])[N:7]3[C:12]([CH3:15])=[N:13][N:14]=[C:6]3[N:5]([CH2:16][CH2:17][CH2:18][CH2:19][CH3:20])[C:4]=2[N:3]=1.[CH3:21][O:22][C:23]1[CH:28]=[CH:27][C:26]([CH2:29]Br)=[CH:25][CH:24]=1.C(=O)([O-])[O-].[K+].[K+]. The catalyst is CN(C=O)C. The product is [Br:1][C:2]1[N:10]([CH2:29][C:26]2[CH:27]=[CH:28][C:23]([O:22][CH3:21])=[CH:24][CH:25]=2)[C:9]2[C:8](=[O:11])[N:7]3[C:12]([CH3:15])=[N:13][N:14]=[C:6]3[N:5]([CH2:16][CH2:17][CH2:18][CH2:19][CH3:20])[C:4]=2[N:3]=1. The yield is 0.997. (7) The reactants are [Cl:1][C:2]1[CH:10]=[C:9]2[C:5]([CH:6]=[N:7][N:8]2C(=O)C)=[C:4]([NH:14][C:15]2[C:23]3[C:18](=[CH:19][N:20]=[CH:21][CH:22]=3)[O:17][C:16]=2[C:24]2[N:29]=[CH:28][CH:27]=[CH:26][N:25]=2)[CH:3]=1.Cl. The catalyst is CO. The product is [Cl:1][C:2]1[CH:10]=[C:9]2[C:5]([CH:6]=[N:7][NH:8]2)=[C:4]([NH:14][C:15]2[C:23]3[C:18](=[CH:19][N:20]=[CH:21][CH:22]=3)[O:17][C:16]=2[C:24]2[N:25]=[CH:26][CH:27]=[CH:28][N:29]=2)[CH:3]=1. The yield is 0.670.